From a dataset of CYP2C19 inhibition data for predicting drug metabolism from PubChem BioAssay. Regression/Classification. Given a drug SMILES string, predict its absorption, distribution, metabolism, or excretion properties. Task type varies by dataset: regression for continuous measurements (e.g., permeability, clearance, half-life) or binary classification for categorical outcomes (e.g., BBB penetration, CYP inhibition). Dataset: cyp2c19_veith. The molecule is CC(=O)c1ccc(NC(=O)C(Cc2ccccc2)NC(=O)c2ccco2)cc1. The result is 1 (inhibitor).